Dataset: CYP1A2 inhibition data for predicting drug metabolism from PubChem BioAssay. Task: Regression/Classification. Given a drug SMILES string, predict its absorption, distribution, metabolism, or excretion properties. Task type varies by dataset: regression for continuous measurements (e.g., permeability, clearance, half-life) or binary classification for categorical outcomes (e.g., BBB penetration, CYP inhibition). Dataset: cyp1a2_veith. (1) The compound is O=C(NCCC[N+]1=CC=N[C@H]1c1ccccc1)N1CCCc2nc(-c3ccc(Br)cc3)ccc21. The result is 0 (non-inhibitor). (2) The compound is Cc1ccc2nc(Nc3nc(-c4ccccc4)cc(=O)[nH]3)nc(C)c2c1. The result is 1 (inhibitor). (3) The compound is Cc1cc(OCC(=O)O)c(Cl)cc1Cl. The result is 0 (non-inhibitor). (4) The compound is Cc1ccc(OCCCN2C(=O)C(=O)c3cccc(C)c32)cc1. The result is 1 (inhibitor).